The task is: Predict which catalyst facilitates the given reaction.. This data is from Catalyst prediction with 721,799 reactions and 888 catalyst types from USPTO. Reactant: [CH3:1][O:2][C:3]1[CH:8]=[CH:7][C:6]([N:9]2[C:17]3[C:12](=[CH:13][CH:14]=[CH:15][CH:16]=3)[CH:11]=[C:10]2[C:18]2[CH:23]=[CH:22][CH:21]=[CH:20][CH:19]=2)=[CH:5][CH:4]=1.[Br:24]N1C(=O)CCC1=O. Product: [Br:24][C:11]1[C:12]2[C:17](=[CH:16][CH:15]=[CH:14][CH:13]=2)[N:9]([C:6]2[CH:5]=[CH:4][C:3]([O:2][CH3:1])=[CH:8][CH:7]=2)[C:10]=1[C:18]1[CH:23]=[CH:22][CH:21]=[CH:20][CH:19]=1. The catalyst class is: 340.